Dataset: NCI-60 drug combinations with 297,098 pairs across 59 cell lines. Task: Regression. Given two drug SMILES strings and cell line genomic features, predict the synergy score measuring deviation from expected non-interaction effect. (1) Drug 1: C1=NC2=C(N1)C(=S)N=CN2. Drug 2: C1=NNC2=C1C(=O)NC=N2. Cell line: SNB-19. Synergy scores: CSS=20.9, Synergy_ZIP=-4.33, Synergy_Bliss=2.83, Synergy_Loewe=-0.0217, Synergy_HSA=3.66. (2) Drug 1: CC1=C(C=C(C=C1)NC2=NC=CC(=N2)N(C)C3=CC4=NN(C(=C4C=C3)C)C)S(=O)(=O)N.Cl. Drug 2: CC1=CC=C(C=C1)C2=CC(=NN2C3=CC=C(C=C3)S(=O)(=O)N)C(F)(F)F. Cell line: OVCAR3. Synergy scores: CSS=5.58, Synergy_ZIP=1.08, Synergy_Bliss=3.66, Synergy_Loewe=3.73, Synergy_HSA=3.11. (3) Drug 1: CC(C1=C(C=CC(=C1Cl)F)Cl)OC2=C(N=CC(=C2)C3=CN(N=C3)C4CCNCC4)N. Drug 2: C1=NC2=C(N=C(N=C2N1C3C(C(C(O3)CO)O)F)Cl)N. Cell line: K-562. Synergy scores: CSS=63.8, Synergy_ZIP=-0.198, Synergy_Bliss=-1.58, Synergy_Loewe=-13.0, Synergy_HSA=-1.42. (4) Drug 1: CC12CCC3C(C1CCC2O)C(CC4=C3C=CC(=C4)O)CCCCCCCCCS(=O)CCCC(C(F)(F)F)(F)F. Drug 2: C1C(C(OC1N2C=NC(=NC2=O)N)CO)O. Cell line: MDA-MB-435. Synergy scores: CSS=-0.750, Synergy_ZIP=4.73, Synergy_Bliss=7.43, Synergy_Loewe=3.29, Synergy_HSA=2.98. (5) Drug 1: C1C(C(OC1N2C=NC3=C(N=C(N=C32)Cl)N)CO)O. Drug 2: C1=CC=C(C(=C1)C(C2=CC=C(C=C2)Cl)C(Cl)Cl)Cl. Cell line: SK-MEL-5. Synergy scores: CSS=17.3, Synergy_ZIP=-2.45, Synergy_Bliss=-0.379, Synergy_Loewe=-27.5, Synergy_HSA=1.38. (6) Drug 1: CC1=CC2C(CCC3(C2CCC3(C(=O)C)OC(=O)C)C)C4(C1=CC(=O)CC4)C. Drug 2: CC1=C(C(=CC=C1)Cl)NC(=O)C2=CN=C(S2)NC3=CC(=NC(=N3)C)N4CCN(CC4)CCO. Cell line: COLO 205. Synergy scores: CSS=-11.8, Synergy_ZIP=4.97, Synergy_Bliss=2.96, Synergy_Loewe=-5.79, Synergy_HSA=-5.22. (7) Drug 1: C1C(C(OC1N2C=C(C(=O)NC2=O)F)CO)O. Drug 2: C1C(C(OC1N2C=NC(=NC2=O)N)CO)O. Cell line: UACC-257. Synergy scores: CSS=7.45, Synergy_ZIP=-0.725, Synergy_Bliss=2.71, Synergy_Loewe=-1.77, Synergy_HSA=0.0476.